Dataset: Forward reaction prediction with 1.9M reactions from USPTO patents (1976-2016). Task: Predict the product of the given reaction. (1) Given the reactants [CH:1]1[CH:6]=[CH:5][13C:4]([CH2:7][C@H:8]([NH2:12])[C:9]([OH:11])=[O:10])=[CH:3][CH:2]=1.[CH3:13][CH:14]([OH:117])[CH2:15][O:16][CH2:17][C@H:18]1[O:23][C@@H:22]2[O:24][C@H:25]3[C@H:30]([OH:31])[C@@H:29]([OH:32])[C@@H:28]([O:33][C@H:34]4[C@H:39]([OH:40])[C@@H:38]([OH:41])[C@@H:37]([O:42][C@H:43]5[C@H:48]([OH:49])[C@@H:47]([OH:50])[C@@H:46]([O:51][C@H:52]6[C@H:57]([OH:58])[C@@H:56]([OH:59])[C@@H:55]([O:60][C@H:61]7[C@H:66]([OH:67])[C@@H:65]([OH:68])[C@@H:64]([O:69][C@H:70]8[C@H:76]([OH:77])[C@@H:75]([OH:78])[C@@H:73]([O:74][C@H:19]1[C@H:20]([OH:116])[C@H:21]2[OH:115])[O:72][C@@H:71]8[CH2:79][O:80][CH2:81][CH:82]([OH:84])[CH3:83])[O:63][C@@H:62]7[CH2:85][O:86][CH2:87][CH:88]([OH:90])[CH3:89])[O:54][C@@H:53]6[CH2:91][O:92][CH2:93][CH:94]([OH:96])[CH3:95])[O:45][C@@H:44]5[CH2:97][O:98][CH2:99][CH:100]([OH:102])[CH3:101])[O:36][C@@H:35]4[CH2:103][O:104][CH2:105][CH:106]([OH:108])[CH3:107])[O:27][C@@H:26]3[CH2:109][O:110][CH2:111][CH:112]([OH:114])[CH3:113], predict the reaction product. The product is: [CH:1]1[CH:2]=[CH:3][13C:4]([CH2:7][C@H:8]([NH2:12])[C:9]([OH:11])=[O:10])=[CH:5][CH:6]=1.[CH3:83][CH:82]([OH:84])[CH2:81][O:80][CH2:79][C@H:71]1[O:72][C@@H:73]2[O:74][C@H:19]3[C@H:20]([OH:116])[C@@H:21]([OH:115])[C@@H:22]([O:24][C@H:25]4[C@H:30]([OH:31])[C@@H:29]([OH:32])[C@@H:28]([O:33][C@H:34]5[C@H:39]([OH:40])[C@@H:38]([OH:41])[C@@H:37]([O:42][C@H:43]6[C@H:48]([OH:49])[C@@H:47]([OH:50])[C@@H:46]([O:51][C@H:52]7[C@H:57]([OH:58])[C@@H:56]([OH:59])[C@@H:55]([O:60][C@H:61]8[C@H:66]([OH:67])[C@@H:65]([OH:68])[C@@H:64]([O:69][C@H:70]1[C@H:76]([OH:77])[C@H:75]2[OH:78])[O:63][C@@H:62]8[CH2:85][O:86][CH2:87][CH:88]([OH:90])[CH3:89])[O:54][C@@H:53]7[CH2:91][O:92][CH2:93][CH:94]([OH:96])[CH3:95])[O:45][C@@H:44]6[CH2:97][O:98][CH2:99][CH:100]([OH:102])[CH3:101])[O:36][C@@H:35]5[CH2:103][O:104][CH2:105][CH:106]([OH:108])[CH3:107])[O:27][C@@H:26]4[CH2:109][O:110][CH2:111][CH:112]([OH:114])[CH3:113])[O:23][C@@H:18]3[CH2:17][O:16][CH2:15][CH:14]([OH:117])[CH3:13]. (2) Given the reactants [CH:1]#[C:2][CH3:3].[Li+].CC([N-][CH:9]([CH3:11])[CH3:10])C.[CH2:12]([C@:19]12[CH2:34][CH2:33][C:32](=[O:35])[CH2:31][C@H:20]1[CH2:21][CH2:22][CH2:23][C:24]1[CH:29]=[C:28]([OH:30])[CH:27]=[CH:26][C:25]=12)[C:13]1[CH:18]=[CH:17][CH:16]=[CH:15][CH:14]=1.[CH2:36]([C@@:43]12[CH2:58][CH2:57][C:56](=[O:59])[CH2:55][C@@H:44]1[CH2:45][CH2:46][CH2:47][C:48]1[CH:53]=[C:52]([OH:54])[CH:51]=[CH:50][C:49]=12)[C:37]1[CH:42]=[CH:41][CH:40]=[CH:39][CH:38]=1, predict the reaction product. The product is: [CH2:12]([C@:19]12[CH2:34][CH2:33][C@@:32]([C:11]#[C:9][CH3:10])([OH:35])[CH2:31][C@H:20]1[CH2:21][CH2:22][CH2:23][C:24]1[CH:29]=[C:28]([OH:30])[CH:27]=[CH:26][C:25]=12)[C:13]1[CH:14]=[CH:15][CH:16]=[CH:17][CH:18]=1.[CH2:36]([C@@:43]12[CH2:58][CH2:57][C@:56]([C:1]#[C:2][CH3:3])([OH:59])[CH2:55][C@@H:44]1[CH2:45][CH2:46][CH2:47][C:48]1[CH:53]=[C:52]([OH:54])[CH:51]=[CH:50][C:49]=12)[C:37]1[CH:38]=[CH:39][CH:40]=[CH:41][CH:42]=1. (3) Given the reactants [CH3:1][NH+:2]([CH3:9])[CH2:3][CH2:4][CH2:5]C([O-])=O.[CH2:10](Br)[CH3:11].[CH3:13][OH:14].[OH-:15].[K+], predict the reaction product. The product is: [CH2:10]([N+:2]([CH3:1])([CH3:9])[CH2:3][CH2:4][CH2:5][C:13]([O-:15])=[O:14])[CH3:11].